Predict the reactants needed to synthesize the given product. From a dataset of Full USPTO retrosynthesis dataset with 1.9M reactions from patents (1976-2016). (1) Given the product [F:8][C:6]1[CH:5]=[C:4]([CH2:9][C:10]([NH:12][C@H:13]([C:15]([NH:19][CH:20]([C:26]2[CH:31]=[CH:30][CH:29]=[CH:28][C:27]=2[F:32])[C:21]([O:23][CH2:24][CH3:25])=[O:22])=[O:17])[CH3:14])=[O:11])[CH:3]=[C:2]([F:1])[CH:7]=1, predict the reactants needed to synthesize it. The reactants are: [F:1][C:2]1[CH:3]=[C:4]([CH2:9][C:10]([NH:12][C@H:13]([C:15]([OH:17])=O)[CH3:14])=[O:11])[CH:5]=[C:6]([F:8])[CH:7]=1.Cl.[NH2:19][CH:20]([C:26]1[CH:31]=[CH:30][CH:29]=[CH:28][C:27]=1[F:32])[C:21]([O:23][CH2:24][CH3:25])=[O:22]. (2) Given the product [ClH:45].[F:12][C:9]([F:10])([F:11])[C:7]1[CH:6]=[C:5]([C@H:13]([O:15][C@H:16]2[CH2:25][CH2:24][C:23]3[N+:22]([O-:26])=[C:21]([CH2:27][NH2:28])[CH:20]=[CH:19][C:18]=3[C@@H:17]2[C:36]2[CH:37]=[CH:38][C:39]([F:42])=[CH:40][CH:41]=2)[CH3:14])[CH:4]=[C:3]([C:2]([F:1])([F:43])[F:44])[CH:8]=1, predict the reactants needed to synthesize it. The reactants are: [F:1][C:2]([F:44])([F:43])[C:3]1[CH:4]=[C:5]([C@H:13]([O:15][C@H:16]2[CH2:25][CH2:24][C:23]3[N+:22]([O-:26])=[C:21]([CH2:27][NH:28]C(=O)OC(C)(C)C)[CH:20]=[CH:19][C:18]=3[C@@H:17]2[C:36]2[CH:41]=[CH:40][C:39]([F:42])=[CH:38][CH:37]=2)[CH3:14])[CH:6]=[C:7]([C:9]([F:12])([F:11])[F:10])[CH:8]=1.[ClH:45]. (3) Given the product [Cl:16][C:17]1[CH:18]=[C:19]([CH:22]=[CH:23][CH:24]=1)[CH2:20][O:1][C:2]1[CH:3]=[CH:4][C:5]([O:6][CH:7]([CH2:12][CH3:13])[C:8]([NH:10][CH3:11])=[O:9])=[CH:14][CH:15]=1, predict the reactants needed to synthesize it. The reactants are: [OH:1][C:2]1[CH:15]=[CH:14][C:5]([O:6][CH:7]([CH2:12][CH3:13])[C:8]([NH:10][CH3:11])=[O:9])=[CH:4][CH:3]=1.[Cl:16][C:17]1[CH:18]=[C:19]([CH:22]=[CH:23][CH:24]=1)[CH2:20]Br.C(=O)([O-])[O-].[K+].[K+]. (4) Given the product [CH3:11][O:10][C:7]1[CH:8]=[CH:9][C:4]([NH2:1])=[C:5]([O:12][CH:13]([CH3:15])[CH3:14])[CH:6]=1, predict the reactants needed to synthesize it. The reactants are: [N+:1]([C:4]1[CH:9]=[CH:8][C:7]([O:10][CH3:11])=[CH:6][C:5]=1[O:12][CH:13]([CH3:15])[CH3:14])([O-])=O.[H][H]. (5) Given the product [Cl:1][C:2]1[CH:3]=[C:4]([C:8]2[O:12][N:11]=[C:10]([CH2:13][N:28]3[CH2:27][CH2:26][CH2:25][N:24]=[C:23]3[S:22][CH3:21])[CH:9]=2)[CH:5]=[CH:6][CH:7]=1, predict the reactants needed to synthesize it. The reactants are: [Cl:1][C:2]1[CH:3]=[C:4]([C:8]2[O:12][N:11]=[C:10]([CH2:13]OS(C)(=O)=O)[CH:9]=2)[CH:5]=[CH:6][CH:7]=1.[H-].[Na+].[CH3:21][S:22][C:23]1[NH:24][CH2:25][CH2:26][CH2:27][N:28]=1.O. (6) Given the product [Br:7][C:8]1[CH:17]=[C:16]2[C:11]([C:12]3[N:20]4[CH2:21][CH2:22][CH2:23][N:24]([C:25]([O:26][C:27]([CH3:30])([CH3:29])[CH3:28])=[O:31])[CH2:32][C:19]4=[N:18][C:13]=3[CH:14]=[N:15]2)=[CH:10][CH:9]=1, predict the reactants needed to synthesize it. The reactants are: CC(C)([O-])C.[K+].[Br:7][C:8]1[CH:9]=[CH:10][C:11]2[C:12]3[N:20]([CH2:21][CH2:22][CH2:23][NH:24][C:25](=[O:31])[O:26][C:27]([CH3:30])([CH3:29])[CH3:28])[C:19]([CH2:32]Cl)=[N:18][C:13]=3[CH:14]=[N:15][C:16]=2[CH:17]=1.